The task is: Predict the product of the given reaction.. This data is from Forward reaction prediction with 1.9M reactions from USPTO patents (1976-2016). (1) Given the reactants Cl[S:2]([C:5]1[CH:6]=[C:7]([I:15])[C:8]([CH3:14])=[C:9]([CH:13]=1)[C:10]([OH:12])=[O:11])(=[O:4])=[O:3].[NH:16]1[CH2:20][CH2:19][CH2:18][CH2:17]1.N1C=CC=CC=1, predict the reaction product. The product is: [I:15][C:7]1[C:8]([CH3:14])=[C:9]([CH:13]=[C:5]([S:2]([N:16]2[CH2:20][CH2:19][CH2:18][CH2:17]2)(=[O:4])=[O:3])[CH:6]=1)[C:10]([OH:12])=[O:11]. (2) Given the reactants [CH3:1][O:2][C:3]1[CH:4]=[C:5]([CH:15]=[CH:16][C:17]=1[N+:18]([O-:20])=[O:19])[C:6]([NH:8][C@@H:9]1[CH2:13][CH2:12][N:11]([CH3:14])[CH2:10]1)=[O:7].N1(CCN)CCC[CH2:22]1, predict the reaction product. The product is: [CH3:1][O:2][C:3]1[CH:4]=[C:5]([CH:15]=[CH:16][C:17]=1[N+:18]([O-:20])=[O:19])[C:6]([NH:8][CH2:9][CH2:10][N:11]1[CH2:14][CH2:22][CH2:13][CH2:12]1)=[O:7]. (3) Given the reactants FC1C(OC)=CC=CC=1N=C=O.[F:13][C:14]1[C:22]([O:23][CH3:24])=[CH:21][CH:20]=[CH:19][C:15]=1[C:16](O)=[O:17].C(Cl)(=O)C(Cl)=O.[N-:31]=[N+:32]=[N-:33].[Na+], predict the reaction product. The product is: [F:13][C:14]1[C:22]([O:23][CH3:24])=[CH:21][CH:20]=[CH:19][C:15]=1[C:16]([N:31]=[N+:32]=[N-:33])=[O:17]. (4) Given the reactants [Si]([O:8][C@H:9]([CH2:31][O:32][Si](C(C)(C)C)(C)C)[CH2:10][C@H:11]1[O:15][C@@H:14]([CH2:16][CH:17]=[O:18])[C@H:13]([CH2:19][S:20]([C:23]2[CH:28]=[CH:27][CH:26]=[CH:25][CH:24]=2)(=[O:22])=[O:21])[C@H:12]1[O:29][CH3:30])(C(C)(C)C)(C)C.CC1(C)C2(CS(O)(=O)=O)[C:46](CC1CC2)=[O:47].[CH3:55]O, predict the reaction product. The product is: [CH3:46][O:47][CH:17]([O:18][CH3:55])[CH2:16][C@@H:14]1[O:15][C@H:11]([CH2:10][C@H:9]([OH:8])[CH2:31][OH:32])[C@H:12]([O:29][CH3:30])[C@H:13]1[CH2:19][S:20]([C:23]1[CH:24]=[CH:25][CH:26]=[CH:27][CH:28]=1)(=[O:21])=[O:22].